This data is from TCR-epitope binding with 47,182 pairs between 192 epitopes and 23,139 TCRs. The task is: Binary Classification. Given a T-cell receptor sequence (or CDR3 region) and an epitope sequence, predict whether binding occurs between them. (1) The epitope is RIFTIGTVTLK. The TCR CDR3 sequence is CASSATSGSGETQYF. Result: 0 (the TCR does not bind to the epitope). (2) The epitope is LLALHRSYL. The TCR CDR3 sequence is CASSYYTGAGETQYF. Result: 0 (the TCR does not bind to the epitope). (3) The epitope is GTSGSPIIDK. The TCR CDR3 sequence is CASSFGWGLGTEAFF. Result: 0 (the TCR does not bind to the epitope). (4) The epitope is GILGFVFTL. The TCR CDR3 sequence is CASSYSGTGNEQFF. Result: 1 (the TCR binds to the epitope). (5) The epitope is TFYLTNDVSFL. The TCR CDR3 sequence is CASSYRGGRAGETQYF. Result: 0 (the TCR does not bind to the epitope). (6) The epitope is RLRAEAQVK. The TCR CDR3 sequence is CASRSKTGSKQPQHF. Result: 1 (the TCR binds to the epitope). (7) The epitope is EHPTFTSQYRIQGKL. The TCR CDR3 sequence is CASSYSGGNYEQYF. Result: 0 (the TCR does not bind to the epitope). (8) The epitope is FLNGSCGSV. The TCR CDR3 sequence is CASSFSGLHSYNEQFF. Result: 0 (the TCR does not bind to the epitope).